Dataset: Full USPTO retrosynthesis dataset with 1.9M reactions from patents (1976-2016). Task: Predict the reactants needed to synthesize the given product. (1) Given the product [CH2:24]([NH:23][C:21](=[O:22])[CH2:20][O:18][C:15]1[CH:14]=[CH:13][C:12]([C:9]2[CH:8]=[CH:7][C:6]([C:4]([OH:3])=[O:5])=[CH:11][CH:10]=2)=[CH:17][CH:16]=1)[CH2:25][CH2:26][CH2:27][CH2:28][CH3:29], predict the reactants needed to synthesize it. The reactants are: C([O:3][C:4]([C:6]1[CH:11]=[CH:10][C:9]([C:12]2[CH:17]=[CH:16][C:15]([OH:18])=[CH:14][CH:13]=2)=[CH:8][CH:7]=1)=[O:5])C.Cl[CH2:20][C:21]([NH:23][CH2:24][CH2:25][CH2:26][CH2:27][CH2:28][CH3:29])=[O:22].C(=O)([O-])[O-].[K+].[K+].[I-].[K+]. (2) Given the product [CH3:18][O:17][C:11]1[CH:12]=[CH:13][C:14]([C:5](=[O:7])[CH3:6])=[C:15]([CH3:16])[C:10]=1[CH3:9], predict the reactants needed to synthesize it. The reactants are: [Cl-].[Al+3].[Cl-].[Cl-].[C:5](Cl)(=[O:7])[CH3:6].[CH3:9][C:10]1[C:15]([CH3:16])=[CH:14][CH:13]=[CH:12][C:11]=1[O:17][CH3:18].Cl. (3) Given the product [Cl:1][C:2]1[N:7]=[C:6]([CH:8]([OH:10])[CH3:9])[CH:5]=[CH:4][N:3]=1, predict the reactants needed to synthesize it. The reactants are: [Cl:1][C:2]1[N:7]=[C:6]([C:8](=[O:10])[CH3:9])[CH:5]=[CH:4][N:3]=1.[BH4-].[Na+]. (4) Given the product [F:22][C:23]([F:34])([F:33])[C:24]([N:5]1[CH2:6][C@@H:1]2[CH2:7][C@H:4]1[CH2:3][N:2]2[C:8]([O:10][C:11]([CH3:14])([CH3:13])[CH3:12])=[O:9])=[O:25], predict the reactants needed to synthesize it. The reactants are: [C@H:1]12[CH2:7][C@H:4]([NH:5][CH2:6]1)[CH2:3][N:2]2[C:8]([O:10][C:11]([CH3:14])([CH3:13])[CH3:12])=[O:9].C(N(CC)CC)C.[F:22][C:23]([F:34])([F:33])[C:24](O[C:24](=[O:25])[C:23]([F:34])([F:33])[F:22])=[O:25].O. (5) Given the product [CH3:1][Si:2]([CH3:39])([CH3:38])[CH2:3][CH2:4][O:5][CH2:6][N:7]([CH2:30][O:31][CH2:32][CH2:33][Si:34]([CH3:37])([CH3:36])[CH3:35])[C:8]1[N:13]2[N:14]=[CH:15][C:16]([C:42]3[CH:41]=[N:40][C:49]4[C:44]([CH:43]=3)=[CH:45][CH:46]=[CH:47][CH:48]=4)=[C:12]2[N:11]=[C:10]([CH:18]2[CH2:22][CH2:21][N:20]([C:23]([O:25][C:26]([CH3:29])([CH3:28])[CH3:27])=[O:24])[CH2:19]2)[CH:9]=1, predict the reactants needed to synthesize it. The reactants are: [CH3:1][Si:2]([CH3:39])([CH3:38])[CH2:3][CH2:4][O:5][CH2:6][N:7]([CH2:30][O:31][CH2:32][CH2:33][Si:34]([CH3:37])([CH3:36])[CH3:35])[C:8]1[N:13]2[N:14]=[CH:15][C:16](I)=[C:12]2[N:11]=[C:10]([CH:18]2[CH2:22][CH2:21][N:20]([C:23]([O:25][C:26]([CH3:29])([CH3:28])[CH3:27])=[O:24])[CH2:19]2)[CH:9]=1.[N:40]1[C:49]2[C:44](=[CH:45][CH:46]=[CH:47][CH:48]=2)[CH:43]=[C:42](B(O)O)[CH:41]=1.P([O-])([O-])([O-])=O.[K+].[K+].[K+]. (6) Given the product [C:1]1([CH:7]2[CH2:16][CH2:15][C:14]3[C:9](=[CH:10][C:11]([OH:18])=[CH:12][CH:13]=3)[O:8]2)[CH:2]=[CH:3][CH:4]=[CH:5][CH:6]=1, predict the reactants needed to synthesize it. The reactants are: [C:1]1([CH:7]2[CH2:16][CH:15](O)[C:14]3[C:9](=[CH:10][C:11]([OH:18])=[CH:12][CH:13]=3)[O:8]2)[CH:6]=[CH:5][CH:4]=[CH:3][CH:2]=1.C([SiH](CC)CC)C.C(O)(C(F)(F)F)=O.